This data is from Forward reaction prediction with 1.9M reactions from USPTO patents (1976-2016). The task is: Predict the product of the given reaction. (1) Given the reactants [NH2:1][C:2]1[N:7]=[C:6]([C:8]2[NH:16][C:15]3[CH2:14][C@H:13]([CH2:17][O:18][CH2:19][C:20]4[CH:25]=[CH:24][CH:23]=[CH:22][CH:21]=4)[NH:12][C:11](=[O:26])[C:10]=3[CH:9]=2)[CH:5]=[CH:4][N:3]=1.C1OCCOCCOCCOCCOCCOC1.C([O-])([O-])=O.[K+].[K+].[C:51]([CH2:55]OS(C(F)(F)F)(=O)=O)([F:54])([F:53])[F:52], predict the reaction product. The product is: [NH2:1][C:2]1[N:7]=[C:6]([C:8]2[N:16]([CH2:55][C:51]([F:54])([F:53])[F:52])[C:15]3[CH2:14][CH:13]([CH2:17][O:18][CH2:19][C:20]4[CH:21]=[CH:22][CH:23]=[CH:24][CH:25]=4)[NH:12][C:11](=[O:26])[C:10]=3[CH:9]=2)[CH:5]=[CH:4][N:3]=1. (2) Given the reactants N1(CCN2CCC(N[C:17]([C:19]3[NH:20][C:21]4[C:26]([CH:27]=3)=[C:25]([O:28][CH2:29][CH:30]([CH3:32])[CH3:31])[CH:24]=[CH:23][CH:22]=4)=[O:18])CC2)CCCCCC1.Cl.Cl.Cl.[NH2:36][CH:37]1[CH2:42][CH2:41][N:40]([CH2:43][CH2:44][N:45]2[CH:50]3[CH2:51][CH2:52][CH:46]2[CH2:47][CH:48]([OH:53])[CH2:49]3)[CH2:39][CH2:38]1, predict the reaction product. The product is: [OH:53][CH:48]1[CH2:49][CH:50]2[N:45]([CH2:44][CH2:43][N:40]3[CH2:41][CH2:42][CH:37]([NH:36][C:17]([C:19]4[NH:20][C:21]5[C:26]([CH:27]=4)=[C:25]([O:28][CH2:29][CH:30]([CH3:32])[CH3:31])[CH:24]=[CH:23][CH:22]=5)=[O:18])[CH2:38][CH2:39]3)[CH:46]([CH2:52][CH2:51]2)[CH2:47]1. (3) Given the reactants [CH:1]1[C:14]2[NH:13][C:12]3[C:7](=[CH:8][CH:9]=[CH:10][CH:11]=3)[Se:6][C:5]=2[CH:4]=[CH:3][CH:2]=1.BrBr.O.[Br-].[Br:19][C:20]1[CH:21]=[CH:22][C:23]2[NH:24][C:25]3[C:30]([SeH+]C=2C=1)=[CH:29][C:28](Br)=CC=3, predict the reaction product. The product is: [Br-:19].[CH2:12]([N:13]([C:3]1[CH:2]=[CH:1][C:14]2[NH:13][C:12]3[C:7]([SeH+:6][C:5]=2[CH:4]=1)=[CH:8][C:9]([N:24]([CH2:23][CH2:22][CH2:21][CH3:20])[CH2:25][CH2:30][CH2:29][CH3:28])=[CH:10][CH:11]=3)[CH2:14][CH2:5][CH2:4][CH3:3])[CH2:11][CH2:10][CH3:9]. (4) Given the reactants [CH3:1][S:2]([C:5]1[CH:10]=[CH:9][C:8]([N:11]2[CH2:16][CH2:15][CH:14]([CH:17]3[CH2:22][CH2:21][NH:20][CH2:19][CH2:18]3)[CH2:13][CH2:12]2)=[CH:7][CH:6]=1)(=[O:4])=[O:3].C(=O)([O-])[O-].[Cs+].[Cs+].Cl[C:30]1[O:31][C:32]2[CH:38]=[CH:37][CH:36]=[CH:35][C:33]=2[N:34]=1, predict the reaction product. The product is: [O:31]1[C:32]2[CH:38]=[CH:37][CH:36]=[CH:35][C:33]=2[N:34]=[C:30]1[N:20]1[CH2:21][CH2:22][CH:17]([CH:14]2[CH2:15][CH2:16][N:11]([C:8]3[CH:9]=[CH:10][C:5]([S:2]([CH3:1])(=[O:3])=[O:4])=[CH:6][CH:7]=3)[CH2:12][CH2:13]2)[CH2:18][CH2:19]1. (5) Given the reactants [N+](C1C=C(S(O[C:14]2[CH2:18][CH:17]([C:19](=[O:36])[NH:20][C:21]3[CH:26]=[CH:25][C:24]([Cl:27])=[CH:23][C:22]=3[C:28](=[O:35])[NH:29][CH:30]([CH:32]3[CH2:34][CH2:33]3)[CH3:31])[N:16]([C:37]3[C:42]([Cl:43])=[CH:41][CH:40]=[CH:39][N:38]=3)[N:15]=2)(=O)=O)C=CC=1)([O-])=O.C(O)(=O)C.[BrH:48].C(OCC)(=O)C.[OH-].[Na+], predict the reaction product. The product is: [Cl:27][C:24]1[CH:25]=[CH:26][C:21]([NH:20][C:19]([CH:17]2[N:16]([C:37]3[C:42]([Cl:43])=[CH:41][CH:40]=[CH:39][N:38]=3)[N:15]=[C:14]([Br:48])[CH2:18]2)=[O:36])=[C:22]([C:28](=[O:35])[NH:29][CH:30]([CH:32]2[CH2:34][CH2:33]2)[CH3:31])[CH:23]=1. (6) Given the reactants [CH3:1][CH:2]1[CH2:7][CH2:6][CH2:5][CH:4]([CH3:8])[C:3]1=[O:9].O.O.O.O.O.O.C(O[O-])(=O)C1C(=CC=CC=1)C([O-])=[O:20].[Mg+2].C(=O)(O)[O-].[Na+], predict the reaction product. The product is: [CH3:8][CH:4]1[CH2:5][CH2:6][CH2:7][CH:2]([CH3:1])[O:20][C:3]1=[O:9]. (7) Given the reactants CNC.O1CCCC1.ClCC([N:13]1[CH2:18][CH2:17][O:16][C@@H:15]([CH:19]([NH:27][C:28]2[CH:29]=[C:30]3[C:39](=[CH:40][CH:41]=2)[S:38][C:37]2[C:36]([C:42]4[NH:47][C:46](=[O:48])[CH:45]=[C:44]([N:49]5[CH2:54][CH2:53][O:52][CH2:51][CH2:50]5)[CH:43]=4)=[CH:35][CH:34]=[CH:33][C:32]=2[S:31]3)[C:20]2[CH:25]=[CH:24][C:23]([CH3:26])=[CH:22][N:21]=2)[CH2:14]1)=O.O, predict the reaction product. The product is: [CH3:26][C:23]1[CH:24]=[CH:25][C:20]([CH:19]([NH:27][C:28]2[CH:29]=[C:30]3[C:39](=[CH:40][CH:41]=2)[S:38][C:37]2[C:36]([C:42]4[NH:47][C:46](=[O:48])[CH:45]=[C:44]([N:49]5[CH2:54][CH2:53][O:52][CH2:51][CH2:50]5)[CH:43]=4)=[CH:35][CH:34]=[CH:33][C:32]=2[S:31]3)[C@@H:15]2[O:16][CH2:17][CH2:18][NH:13][CH2:14]2)=[N:21][CH:22]=1. (8) Given the reactants [Br:1][C:2]1[CH:7]=[C:6](F)[C:5]([N+:9]([O-])=O)=[CH:4][C:3]=1[F:12].[Cl:13][C:14]1[CH:21]=[CH:20][C:19]([Cl:22])=[CH:18][C:15]=1[CH2:16][NH2:17].N1C2C=CC=CC=2NC=1.[CH3:32][O:33][CH2:34][C:35](O)=O, predict the reaction product. The product is: [Br:1][C:2]1[C:3]([F:12])=[CH:4][C:5]2[N:9]=[C:35]([CH2:34][O:33][CH3:32])[N:17]([CH2:16][C:15]3[CH:18]=[C:19]([Cl:22])[CH:20]=[CH:21][C:14]=3[Cl:13])[C:6]=2[CH:7]=1.